The task is: Predict the reactants needed to synthesize the given product.. This data is from Full USPTO retrosynthesis dataset with 1.9M reactions from patents (1976-2016). (1) Given the product [N+:1]([C:4]1[CH:5]=[C:6]([CH:10]2[NH:11][CH2:12][CH2:13][N:14]([C:17]3[C:26]4[C:21](=[CH:22][C:23]([O:29][CH3:30])=[C:24]([O:27][CH3:28])[CH:25]=4)[N:20]=[CH:19][N:18]=3)[CH2:15]2)[CH:7]=[CH:8][CH:9]=1)([O-:3])=[O:2], predict the reactants needed to synthesize it. The reactants are: [N+:1]([C:4]1[CH:5]=[C:6]([CH:10]2[CH2:15][NH:14][CH2:13][CH2:12][NH:11]2)[CH:7]=[CH:8][CH:9]=1)([O-:3])=[O:2].Cl[C:17]1[C:26]2[C:21](=[CH:22][C:23]([O:29][CH3:30])=[C:24]([O:27][CH3:28])[CH:25]=2)[N:20]=[CH:19][N:18]=1. (2) The reactants are: Br[C:2]1[C:3]([CH3:21])=[N:4][N:5]([CH2:14][C@H:15]2[O:19][C:18](=[O:20])[CH2:17][CH2:16]2)[C:6]=1[C:7]1[CH:12]=[CH:11][C:10]([F:13])=[CH:9][CH:8]=1.CC1(C)C(C)(C)OB([C:30]2[CH:31]=[CH:32][C:33]3[O:38][CH2:37][C:36](=[O:39])[NH:35][C:34]=3[CH:40]=2)O1.C(=O)([O-])[O-].[Cs+].[Cs+].O. Given the product [F:13][C:10]1[CH:11]=[CH:12][C:7]([C:6]2[N:5]([CH2:14][C@@H:15]3[CH2:16][CH2:17][C:18](=[O:20])[O:19]3)[N:4]=[C:3]([CH3:21])[C:2]=2[C:30]2[CH:31]=[CH:32][C:33]3[O:38][CH2:37][C:36](=[O:39])[NH:35][C:34]=3[CH:40]=2)=[CH:8][CH:9]=1, predict the reactants needed to synthesize it.